This data is from Forward reaction prediction with 1.9M reactions from USPTO patents (1976-2016). The task is: Predict the product of the given reaction. (1) Given the reactants [CH3:1][C:2]([Si:5]([CH3:23])([CH3:22])[O:6][C@H:7]1[CH2:12][NH:11][CH2:10][C@@H:9]([CH2:13][NH:14][C:15](=[O:21])[O:16][C:17]([CH3:20])([CH3:19])[CH3:18])[CH2:8]1)([CH3:4])[CH3:3].[F:24][C:25]1[CH:34]=[C:33]2[C:28]([CH:29]=[CH:30][C:31](=[O:38])[N:32]2[CH2:35][CH:36]=O)=[CH:27][CH:26]=1.[BH-](OC(C)=O)(OC(C)=O)OC(C)=O.[Na+], predict the reaction product. The product is: [CH3:4][C:2]([Si:5]([CH3:23])([CH3:22])[O:6][C@H:7]1[CH2:12][N:11]([CH2:36][CH2:35][N:32]2[C:33]3[C:28](=[CH:27][CH:26]=[C:25]([F:24])[CH:34]=3)[CH:29]=[CH:30][C:31]2=[O:38])[CH2:10][C@@H:9]([CH2:13][NH:14][C:15](=[O:21])[O:16][C:17]([CH3:20])([CH3:19])[CH3:18])[CH2:8]1)([CH3:1])[CH3:3]. (2) Given the reactants [N:1]1[CH:6]=[CH:5][CH:4]=[CH:3][C:2]=1[NH:7][C:8]([C:10]1[C:18]2[N:17]=[C:16]([C:19]3[CH:24]=[CH:23][CH:22]=[CH:21][C:20]=3[C:25]([F:28])([F:27])[F:26])[NH:15][C:14]=2[CH:13]=[CH:12][CH:11]=1)=[O:9].C1C=C(Cl)C=C(C(OO)=[O:37])C=1.C([O-])([O-])=O.[K+].[K+], predict the reaction product. The product is: [F:27][C:25]([F:28])([F:26])[C:20]1[CH:21]=[CH:22][CH:23]=[CH:24][C:19]=1[C:16]1[NH:15][C:14]2[CH:13]=[CH:12][CH:11]=[C:10]([C:8]([NH:7][C:2]3[CH:3]=[CH:4][CH:5]=[CH:6][N+:1]=3[O-:37])=[O:9])[C:18]=2[N:17]=1.